Dataset: Forward reaction prediction with 1.9M reactions from USPTO patents (1976-2016). Task: Predict the product of the given reaction. Given the reactants Cl.[OH:2][C@H:3]1[CH2:8][CH2:7][C@H:6]([N:9]2[CH2:13][CH2:12][C:11]3([CH2:18][CH2:17][CH2:16][NH:15][CH2:14]3)[C:10]2=[O:19])[CH2:5][CH2:4]1.Br[C:21]1[CH:26]=[CH:25][C:24]([C:27]([F:30])([F:29])[F:28])=[CH:23][CH:22]=1.CC(C)([O-])C.[Na+].C(P(C(C)(C)C)C1C=CC=CC=1C1C=CC=CC=1)(C)(C)C.O1CCOCC1, predict the reaction product. The product is: [OH:2][C@H:3]1[CH2:8][CH2:7][C@H:6]([N:9]2[CH2:13][CH2:12][C:11]3([CH2:18][CH2:17][CH2:16][N:15]([C:21]4[CH:26]=[CH:25][C:24]([C:27]([F:30])([F:29])[F:28])=[CH:23][CH:22]=4)[CH2:14]3)[C:10]2=[O:19])[CH2:5][CH2:4]1.